From a dataset of Catalyst prediction with 721,799 reactions and 888 catalyst types from USPTO. Predict which catalyst facilitates the given reaction. The catalyst class is: 257. Product: [NH2:25][C:26]1[N:31]=[CH:30][C:29]([C:2]2[N:3]=[C:4]([N:11]3[CH2:16][CH2:15][O:14][CH:13]([CH2:17][C:18]([N:20]4[CH2:24][CH2:23][CH2:22][CH2:21]4)=[O:19])[CH2:12]3)[C:5]3[S:10][CH:9]=[CH:8][C:6]=3[N:7]=2)=[CH:28][N:27]=1. Reactant: Cl[C:2]1[N:3]=[C:4]([N:11]2[CH2:16][CH2:15][O:14][CH:13]([CH2:17][C:18]([N:20]3[CH2:24][CH2:23][CH2:22][CH2:21]3)=[O:19])[CH2:12]2)[C:5]2[S:10][CH:9]=[CH:8][C:6]=2[N:7]=1.[NH2:25][C:26]1[N:31]=[CH:30][C:29](B2OC(C)(C)C(C)(C)O2)=[CH:28][N:27]=1.CC#N.CC([O-])=O.[K+].